Dataset: Full USPTO retrosynthesis dataset with 1.9M reactions from patents (1976-2016). Task: Predict the reactants needed to synthesize the given product. Given the product [CH3:42][O:41][C:38](=[O:40])[C:7]1([C:10]2[N:14]([C:15]3[CH:20]=[CH:19][C:18]([O:21][CH:32]4[CH2:31][CH2:30][CH2:29][CH2:28][O:27]4)=[CH:17][CH:16]=3)[C:13]3[CH:22]=[CH:23][CH:24]=[CH:25][C:12]=3[N:11]=2)[CH:8]=[CH:9][CH:4]=[CH:5][CH2:6]1, predict the reactants needed to synthesize it. The reactants are: COC(=O)[C:4]1[CH:9]=[CH:8][C:7]([C:10]2[N:14]([C:15]3[CH:20]=[CH:19][C:18]([OH:21])=[CH:17][CH:16]=3)[C:13]3[CH:22]=[CH:23][CH:24]=[CH:25][C:12]=3[N:11]=2)=[CH:6][CH:5]=1.[O:27]1[CH:32]=[CH:31][CH2:30][CH2:29][CH2:28]1.C1COCC1.[C:38]([O:41][CH2:42]C)(=[O:40])C.